This data is from Catalyst prediction with 721,799 reactions and 888 catalyst types from USPTO. The task is: Predict which catalyst facilitates the given reaction. (1) Reactant: CCN(C(C)C)C(C)C.[OH:10][C:11]1[CH:12]=[CH:13][CH:14]=[C:15]2[C:20]=1[O:19][C:18](=[O:21])[C:17]([C:22]([OH:24])=O)=[CH:16]2.CN(C(ON1N=NC2C=CC=NC1=2)=[N+](C)C)C.F[P-](F)(F)(F)(F)F.[O:49]([C:56]1[CH:61]=[CH:60][C:59]([C:62]2[CH:67]=[CH:66][CH:65]=[C:64]([NH2:68])[CH:63]=2)=[CH:58][CH:57]=1)[C:50]1[CH:55]=[CH:54][CH:53]=[CH:52][CH:51]=1. Product: [O:49]([C:56]1[CH:61]=[CH:60][C:59]([C:62]2[CH:67]=[CH:66][CH:65]=[C:64]([NH:68][C:22]([C:17]3[C:18](=[O:21])[O:19][C:20]4[C:15]([CH:16]=3)=[CH:14][CH:13]=[CH:12][C:11]=4[OH:10])=[O:24])[CH:63]=2)=[CH:58][CH:57]=1)[C:50]1[CH:51]=[CH:52][CH:53]=[CH:54][CH:55]=1. The catalyst class is: 3. (2) Reactant: [C:1]([O:5][C:6](=[O:23])[NH:7][CH2:8][C:9]#[C:10][C:11](=O)[C:12]1[CH:17]=[CH:16][C:15]([C:18]([F:21])([F:20])[F:19])=[CH:14][CH:13]=1)([CH3:4])([CH3:3])[CH3:2].Cl.[CH2:25]([S:32][C:33](=[NH:35])[NH2:34])[C:26]1[CH:31]=[CH:30][CH:29]=[CH:28][CH:27]=1.C([O-])([O-])=O.[K+].[K+]. Product: [C:1]([O:5][C:6](=[O:23])[NH:7][CH2:8][C:9]1[CH:10]=[C:11]([C:12]2[CH:17]=[CH:16][C:15]([C:18]([F:21])([F:20])[F:19])=[CH:14][CH:13]=2)[N:35]=[C:33]([S:32][CH2:25][C:26]2[CH:31]=[CH:30][CH:29]=[CH:28][CH:27]=2)[N:34]=1)([CH3:4])([CH3:3])[CH3:2]. The catalyst class is: 23. (3) Reactant: [F:1][C:2]1[CH:3]=[C:4]([NH2:18])[CH:5]=[CH:6][C:7]=1[C:8]1[N:12]([CH3:13])[N:11]=[C:10]([C:14]([F:17])([F:16])[F:15])[CH:9]=1.[F:19][C:20]1[C:28]([F:29])=[CH:27][CH:26]=[C:25]([F:30])[C:21]=1[C:22](Cl)=[O:23].CCN(C(C)C)C(C)C.C([O-])(O)=O.[Na+].C(Cl)Cl. Product: [F:1][C:2]1[CH:3]=[C:4]([NH:18][C:22]([C:21]2[C:25]([F:30])=[CH:26][CH:27]=[C:28]([F:29])[C:20]=2[F:19])=[O:23])[CH:5]=[CH:6][C:7]=1[C:8]1[N:12]([CH3:13])[N:11]=[C:10]([C:14]([F:16])([F:17])[F:15])[CH:9]=1. The catalyst class is: 2. (4) Reactant: [N:1]1[CH:6]=[CH:5][N:4]=[CH:3][C:2]=1[CH2:7][C:8]([O:10][CH3:11])=[O:9].[Br-].[Li+].C(=O)(O)[O-].[Na+].Cl[CH2:20][CH:21]=O. Product: [CH:3]1[C:2]2[N:1]([CH:20]=[CH:21][C:7]=2[C:8]([O:10][CH3:11])=[O:9])[CH:6]=[CH:5][N:4]=1. The catalyst class is: 21. (5) Reactant: [CH2:1]([N:8]1[C:16]2[C:11](=[CH:12][C:13]([NH:17][C:18]3[C:23]4=[C:24]([CH2:31][CH3:32])[C:25]([C:27]([O:29]C)=[O:28])=[CH:26][N:22]4[N:21]=[CH:20][N:19]=3)=[CH:14][CH:15]=2)[CH:10]=[N:9]1)[C:2]1[CH:7]=[CH:6][CH:5]=[CH:4][CH:3]=1.CO.O.[OH-].[Li+]. Product: [CH2:1]([N:8]1[C:16]2[C:11](=[CH:12][C:13]([NH:17][C:18]3[C:23]4=[C:24]([CH2:31][CH3:32])[C:25]([C:27]([OH:29])=[O:28])=[CH:26][N:22]4[N:21]=[CH:20][N:19]=3)=[CH:14][CH:15]=2)[CH:10]=[N:9]1)[C:2]1[CH:7]=[CH:6][CH:5]=[CH:4][CH:3]=1. The catalyst class is: 20. (6) Reactant: [CH3:1][N:2]([CH3:27])[C:3]([N:5]1[C:17]2[CH2:16][CH2:15][CH:14]([CH:18]3[CH2:23][CH2:22][O:21][CH2:20][CH2:19]3)[CH2:13][C:12]=2[C:11]2[C:6]1=[CH:7][CH:8]=[C:9]([C:24]([OH:26])=O)[CH:10]=2)=[O:4].[CH2:28]([NH:30][C:31](=[O:36])[CH2:32][NH:33][CH2:34][CH3:35])[CH3:29].C(N(C(C)C)C(C)C)C.CN(C(ON1N=NC2C=CC=NC1=2)=[N+](C)C)C.F[P-](F)(F)(F)(F)F. Product: [CH2:34]([N:33]([CH2:32][C:31]([NH:30][CH2:28][CH3:29])=[O:36])[C:24]([C:9]1[CH:10]=[C:11]2[C:6](=[CH:7][CH:8]=1)[N:5]([C:3]([N:2]([CH3:1])[CH3:27])=[O:4])[C:17]1[CH2:16][CH2:15][CH:14]([CH:18]3[CH2:19][CH2:20][O:21][CH2:22][CH2:23]3)[CH2:13][C:12]2=1)=[O:26])[CH3:35]. The catalyst class is: 3. (7) Reactant: Br[C:2]1[CH:3]=[N:4][CH:5]=[C:6]([Br:8])[CH:7]=1.C([Li])CCC.[CH3:14][C:15]([CH3:17])=[O:16]. Product: [Br:8][C:6]1[CH:7]=[C:2]([C:15]([OH:16])([CH3:17])[CH3:14])[CH:3]=[N:4][CH:5]=1. The catalyst class is: 11.